Dataset: Catalyst prediction with 721,799 reactions and 888 catalyst types from USPTO. Task: Predict which catalyst facilitates the given reaction. (1) Reactant: Cl[C:2]1[C:11]([C:12]([OH:14])=[O:13])=[CH:10][C:9]2[C:4](=[CH:5][CH:6]=[C:7]([Cl:15])[CH:8]=2)[N:3]=1.[NH2:16][C@@H:17]([CH2:21][C:22]1[CH:27]=[CH:26][C:25]([O:28][C:29]2[CH:38]=[CH:37][C:36]3[C:31](=[CH:32][CH:33]=[C:34]([Cl:39])[CH:35]=3)[N:30]=2)=[CH:24][CH:23]=1)[C:18]([OH:20])=[O:19]. Product: [C:18]([C@@H:17]([NH:16][C:2]1[C:11]([C:12]([OH:14])=[O:13])=[CH:10][C:9]2[C:4](=[CH:5][CH:6]=[C:7]([Cl:15])[CH:8]=2)[N:3]=1)[CH2:21][C:22]1[CH:23]=[CH:24][C:25]([O:28][C:29]2[CH:38]=[CH:37][C:36]3[C:31](=[CH:32][CH:33]=[C:34]([Cl:39])[CH:35]=3)[N:30]=2)=[CH:26][CH:27]=1)([OH:20])=[O:19]. The catalyst class is: 16. (2) Product: [NH:7]1[C:8]2[C:4](=[CH:3][C:2]([CH2:16][CH2:15][CH2:14][C:12]#[N:13])=[CH:10][CH:9]=2)[CH:5]=[CH:6]1. The catalyst class is: 73. Reactant: Br[C:2]1[CH:3]=[C:4]2[C:8](=[CH:9][CH:10]=1)[NH:7][CH:6]=[CH:5]2.[Br-].[C:12]([CH2:14][CH2:15][CH2:16][Zn+])#[N:13]. (3) Reactant: [Cl:1][C:2]1[C:3]2[C:10]([I:11])=[CH:9][N:8]([CH:12]3[CH2:17][CH2:16][C:15](=O)[CH2:14][CH2:13]3)[C:4]=2[N:5]=[CH:6][N:7]=1.[CH3:19][N:20]1[CH2:25][CH2:24][NH:23][CH2:22][CH2:21]1.C(O)(=O)C.C(O[BH-](OC(=O)C)OC(=O)C)(=O)C.[Na+].C(=O)(O)[O-].[Na+]. Product: [Cl:1][C:2]1[C:3]2[C:10]([I:11])=[CH:9][N:8]([C@H:12]3[CH2:17][CH2:16][C@@H:15]([N:23]4[CH2:24][CH2:25][N:20]([CH3:19])[CH2:21][CH2:22]4)[CH2:14][CH2:13]3)[C:4]=2[N:5]=[CH:6][N:7]=1.[Cl:1][C:2]1[C:3]2[C:10]([I:11])=[CH:9][N:8]([C@H:12]3[CH2:17][CH2:16][C@H:15]([N:23]4[CH2:24][CH2:25][N:20]([CH3:19])[CH2:21][CH2:22]4)[CH2:14][CH2:13]3)[C:4]=2[N:5]=[CH:6][N:7]=1. The catalyst class is: 6. (4) Reactant: [F:1][CH:2]([F:12])[O:3][C:4]1[CH:5]=[C:6]([CH:9]=[CH:10][CH:11]=1)[CH:7]=[O:8].[C-:13]#[N:14].[K+].OS([O-])=O.[Na+]. Product: [F:1][CH:2]([F:12])[O:3][C:4]1[CH:5]=[C:6]([CH:7]([OH:8])[C:13]#[N:14])[CH:9]=[CH:10][CH:11]=1. The catalyst class is: 84. (5) Reactant: [CH3:1][N:2]([CH2:10][C:11]1[CH:15]=[C:14]([NH:16][C:17]2[CH:22]=[CH:21][CH:20]=[CH:19][CH:18]=2)[N:13]([C:23]2[CH:28]=[CH:27][CH:26]=[CH:25][CH:24]=2)[N:12]=1)C(=O)OC(C)(C)C.C(OCC)(=O)C.[ClH:35]. Product: [ClH:35].[ClH:35].[CH3:1][NH:2][CH2:10][C:11]1[CH:15]=[C:14]([NH:16][C:17]2[CH:22]=[CH:21][CH:20]=[CH:19][CH:18]=2)[N:13]([C:23]2[CH:28]=[CH:27][CH:26]=[CH:25][CH:24]=2)[N:12]=1. The catalyst class is: 370. (6) Reactant: C(OC([NH:8][C@@H:9]1[CH2:12][C@H:11]([C:13]([NH:15][C@@H:16]([CH:21]([CH3:23])[CH3:22])[C:17]([O:19][CH3:20])=[O:18])=[O:14])[C:10]1([CH3:25])[CH3:24])=O)(C)(C)C.CCN(CC)CC. Product: [NH2:8][C@@H:9]1[CH2:12][C@H:11]([C:13]([NH:15][C@@H:16]([CH:21]([CH3:22])[CH3:23])[C:17]([O:19][CH3:20])=[O:18])=[O:14])[C:10]1([CH3:24])[CH3:25]. The catalyst class is: 137. (7) Reactant: [C:1]([O:5][C:6](=[O:30])[NH:7][C:8]([C:10]1[S:11][C:12]([S:28][CH3:29])=[C:13]([S:15]([C:18]2[CH:26]=[C:25]([Br:27])[C:21]3[N:22]=[CH:23][NH:24][C:20]=3[CH:19]=2)(=[O:17])=[O:16])[CH:14]=1)=[NH:9])([CH3:4])([CH3:3])[CH3:2].[F:31][C:32]1[CH:39]=[CH:38][C:37]([N+:40]([O-:42])=[O:41])=[CH:36][C:33]=1[CH2:34]Br.C(NC(C)C)(C)C. Product: [C:1]([O:5][C:6](=[O:30])[NH:7][C:8]([C:10]1[S:11][C:12]([S:28][CH3:29])=[C:13]([S:15]([C:18]2[CH:26]=[C:25]([Br:27])[C:21]3[N:22]([CH2:34][C:33]4[CH:36]=[C:37]([N+:40]([O-:42])=[O:41])[CH:38]=[CH:39][C:32]=4[F:31])[CH:23]=[N:24][C:20]=3[CH:19]=2)(=[O:16])=[O:17])[CH:14]=1)=[NH:9])([CH3:4])([CH3:3])[CH3:2].[C:1]([O:5][C:6](=[O:30])[NH:7][C:8]([C:10]1[S:11][C:12]([S:28][CH3:29])=[C:13]([S:15]([C:18]2[CH:26]=[C:25]([Br:27])[C:21]3[N:22]=[CH:23][N:24]([CH2:34][C:33]4[CH:36]=[C:37]([N+:40]([O-:42])=[O:41])[CH:38]=[CH:39][C:32]=4[F:31])[C:20]=3[CH:19]=2)(=[O:16])=[O:17])[CH:14]=1)=[NH:9])([CH3:4])([CH3:3])[CH3:2]. The catalyst class is: 31. (8) Reactant: C[O:2][C:3](=O)[C:4]1[C:5](=[C:10]([F:14])[CH:11]=[CH:12][CH:13]=1)[C:6](OC)=[O:7].[OH-].[Na+]. Product: [F:14][C:10]1[CH:11]=[CH:12][CH:13]=[C:4]([CH2:3][OH:2])[C:5]=1[CH2:6][OH:7]. The catalyst class is: 220. (9) Reactant: [CH:1]1([S:4]CCC[OH:8])[CH2:3][CH2:2]1.[C:9]([Br:13])(Br)(Br)Br.[C:14]1([P:20]([C:27]2[CH:32]=[CH:31][CH:30]=[CH:29][CH:28]=2)[C:21]2[CH:26]=[CH:25][CH:24]=[CH:23][CH:22]=2)[CH:19]=[CH:18][CH:17]=[CH:16][CH:15]=1.ClCCl. Product: [Br:13][CH2:9][CH2:14][CH2:15][C:1]1([SH:4])[CH2:2][CH2:3]1.[CH:30]1[CH:31]=[CH:32][C:27]([P:20]([C:14]2[CH:15]=[CH:16][CH:17]=[CH:18][CH:19]=2)([C:21]2[CH:26]=[CH:25][CH:24]=[CH:23][CH:22]=2)=[O:8])=[CH:28][CH:29]=1. The catalyst class is: 605.